Dataset: Catalyst prediction with 721,799 reactions and 888 catalyst types from USPTO. Task: Predict which catalyst facilitates the given reaction. (1) Reactant: [CH2:1]([O:8][CH2:9][CH2:10][CH2:11][C:12]1[CH:17]=[CH:16][C:15]([CH2:18][C:19]2[C:20](=[O:28])[NH:21][NH:22][C:23]=2[C:24]([F:27])([F:26])[F:25])=[CH:14][CH:13]=1)[C:2]1[CH:7]=[CH:6][CH:5]=[CH:4][CH:3]=1.[CH3:29][C:30]([O:32][CH2:33][C@H:34]1[O:39][C@H:38](Br)[C@H:37]([O:41][C:42]([CH3:44])=[O:43])[C@@H:36]([O:45][C:46]([CH3:48])=[O:47])[C@@H:35]1[O:49][C:50]([CH3:52])=[O:51])=[O:31].C(=O)([O-])[O-].[K+].[K+]. Product: [CH2:1]([O:8][CH2:9][CH2:10][CH2:11][C:12]1[CH:17]=[CH:16][C:15]([CH2:18][C:19]2[C:20]([O:28][C@@H:38]3[O:39][C@H:34]([CH2:33][O:32][C:30](=[O:31])[CH3:29])[C@@H:35]([O:49][C:50](=[O:51])[CH3:52])[C@H:36]([O:45][C:46](=[O:47])[CH3:48])[C@H:37]3[O:41][C:42](=[O:43])[CH3:44])=[N:21][NH:22][C:23]=2[C:24]([F:27])([F:26])[F:25])=[CH:14][CH:13]=1)[C:2]1[CH:7]=[CH:6][CH:5]=[CH:4][CH:3]=1. The catalyst class is: 10. (2) Reactant: [C:1]([C:5]1[CH:11]=[CH:10][C:8](N)=[CH:7][C:6]=1[Cl:12])([CH3:4])([CH3:3])[CH3:2].[N:13]([O-:15])=[O:14].[Na+].NC(N)=O. Product: [C:1]([C:5]1[CH:11]=[CH:10][C:8]([N+:13]([O-:15])=[O:14])=[CH:7][C:6]=1[Cl:12])([CH3:4])([CH3:2])[CH3:3]. The catalyst class is: 65. (3) Reactant: Br[C:2]1[CH:3]=[C:4]([CH:21]=[C:22]([Br:24])[CH:23]=1)[CH2:5][CH2:6][C:7]1[CH:12]=[C:11]([CH3:13])[CH:10]=[C:9]([N:14]2[C:18]([CH3:19])=[CH:17][CH:16]=[C:15]2[CH3:20])[N:8]=1.[C:25]([Cu])#[N:26].CN(C=O)C. Product: [Br:24][C:22]1[CH:23]=[C:2]([CH:3]=[C:4]([CH2:5][CH2:6][C:7]2[CH:12]=[C:11]([CH3:13])[CH:10]=[C:9]([N:14]3[C:15]([CH3:20])=[CH:16][CH:17]=[C:18]3[CH3:19])[N:8]=2)[CH:21]=1)[C:25]#[N:26]. The catalyst class is: 4. (4) Reactant: I[C:2]1[CH:7]=[CH:6][C:5]([CH3:8])=[CH:4][CH:3]=1.Br[C:10]([F:17])([F:16])[C:11]([O:13][CH2:14][CH3:15])=[O:12].C(OC(C)C)(=O)C. Product: [F:16][C:10]([F:17])([C:2]1[CH:7]=[CH:6][C:5]([CH3:8])=[CH:4][CH:3]=1)[C:11]([O:13][CH2:14][CH3:15])=[O:12]. The catalyst class is: 16. (5) Reactant: [NH:1]1[CH2:6][CH2:5][CH:4]([C:7]2[N:8]=[N:9][N:10]3[C:15]=2[C:14]2[CH:16]=[CH:17][NH:18][C:13]=2[N:12]=[CH:11]3)[CH2:3][CH2:2]1.[C:19](O)(=O)[CH3:20].[C:23]([BH3-])#[N:24].[Na+].[C:27](O[BH-](OC(=O)C)OC(=O)C)(=O)[CH3:28].[Na+].[CH3:41]O. Product: [N:24]1[CH:23]=[CH:28][CH:27]=[C:19]([CH2:20][N:1]2[CH2:2][CH2:3][CH:4]([C:7]3[N:8]=[N:9][N:10]4[C:15]=3[C:14]3[CH:16]=[CH:17][NH:18][C:13]=3[N:12]=[CH:11]4)[CH2:5][CH2:6]2)[CH:41]=1. The catalyst class is: 7. (6) Reactant: [CH3:1][O:2][C:3]1[CH:4]=[C:5]([N:23]2[CH2:27][CH2:26][CH:25]([O:28][C:29]3[CH:34]=[CH:33][C:32]([O:35][C:36]([F:39])([F:38])[F:37])=[CH:31][CH:30]=3)[C:24]2=[O:40])[CH:6]=[CH:7][C:8]=1[O:9][CH2:10][C:11]([CH3:22])([O:13][CH2:14][O:15][CH2:16][CH2:17][Si:18]([CH3:21])([CH3:20])[CH3:19])[CH3:12].[Li+].[CH3:42][Si]([N-][Si](C)(C)C)(C)C.IC. The catalyst class is: 1. Product: [CH3:1][O:2][C:3]1[CH:4]=[C:5]([N:23]2[CH2:27][CH2:26][C:25]([CH3:42])([O:28][C:29]3[CH:34]=[CH:33][C:32]([O:35][C:36]([F:38])([F:37])[F:39])=[CH:31][CH:30]=3)[C:24]2=[O:40])[CH:6]=[CH:7][C:8]=1[O:9][CH2:10][C:11]([CH3:22])([O:13][CH2:14][O:15][CH2:16][CH2:17][Si:18]([CH3:21])([CH3:20])[CH3:19])[CH3:12].